Dataset: Full USPTO retrosynthesis dataset with 1.9M reactions from patents (1976-2016). Task: Predict the reactants needed to synthesize the given product. (1) Given the product [F:12][C:13]1[CH:18]=[CH:17][C:16]([C:2]2[C:7]([CH3:8])=[CH:6][C:5]([N+:9]([O-:11])=[O:10])=[CH:4][N:3]=2)=[C:15]([CH3:22])[CH:14]=1, predict the reactants needed to synthesize it. The reactants are: Cl[C:2]1[C:7]([CH3:8])=[CH:6][C:5]([N+:9]([O-:11])=[O:10])=[CH:4][N:3]=1.[F:12][C:13]1[CH:18]=[CH:17][C:16](B(O)O)=[C:15]([CH3:22])[CH:14]=1. (2) Given the product [ClH:55].[NH2:46][CH2:45][C@H:42]1[CH2:41][CH2:40][C@H:39]([C:37]([NH:36][C@H:21]([C:22](=[O:35])[NH:23][C:24]2[CH:25]=[CH:26][C:27]([C:30]3[NH:34][N:33]=[N:32][N:31]=3)=[CH:28][CH:29]=2)[CH2:20][C:17]2[CH:16]=[CH:15][C:14]([C:11]3[CH:12]=[CH:13][C:8]([C:6]([NH:5][CH:3]([CH3:4])[CH2:2][OH:1])=[O:7])=[CH:9][C:10]=3[CH3:54])=[CH:19][CH:18]=2)=[O:38])[CH2:44][CH2:43]1, predict the reactants needed to synthesize it. The reactants are: [OH:1][CH2:2][CH:3]([NH:5][C:6]([C:8]1[CH:13]=[CH:12][C:11]([C:14]2[CH:19]=[CH:18][C:17]([CH2:20][C@H:21]([NH:36][C:37]([C@H:39]3[CH2:44][CH2:43][C@H:42]([CH2:45][NH:46]C(=O)OC(C)(C)C)[CH2:41][CH2:40]3)=[O:38])[C:22](=[O:35])[NH:23][C:24]3[CH:29]=[CH:28][C:27]([C:30]4[NH:34][N:33]=[N:32][N:31]=4)=[CH:26][CH:25]=3)=[CH:16][CH:15]=2)=[C:10]([CH3:54])[CH:9]=1)=[O:7])[CH3:4].[ClH:55]. (3) Given the product [Cl:1][C:2]1[C:10]([NH:11][C:12](=[O:18])[CH2:13][C:14]([CH3:16])([CH3:15])[CH3:17])=[CH:9][CH:8]=[C:7]2[C:3]=1[CH2:4][CH2:5][NH:6]2, predict the reactants needed to synthesize it. The reactants are: [Cl:1][C:2]1[C:10]([NH:11][C:12](=[O:18])[CH2:13][C:14]([CH3:17])([CH3:16])[CH3:15])=[CH:9][CH:8]=[C:7]2[C:3]=1[CH2:4][CH2:5][N:6]2C(=O)C(F)(F)F.C([O-])([O-])=O.[K+].[K+]. (4) Given the product [Cl:1][C:2]1[CH:3]=[C:4]2[C:10]([C:11]3[N:16]=[C:15]([NH:17][C@H:18]([C:20]([NH:22][CH2:23][C:24]([F:27])([F:25])[F:26])=[O:21])[CH3:19])[CH:14]=[N:13][CH:12]=3)=[CH:9][NH:8][C:5]2=[N:6][CH:7]=1, predict the reactants needed to synthesize it. The reactants are: [Cl:1][C:2]1[CH:3]=[C:4]2[C:10]([C:11]3[N:16]=[C:15]([NH:17][C@H:18]([C:20]([NH:22][CH2:23][C:24]([F:27])([F:26])[F:25])=[O:21])[CH3:19])[CH:14]=[N:13][CH:12]=3)=[CH:9][N:8](S(C3C=CC=CC=3)(=O)=O)[C:5]2=[N:6][CH:7]=1.C([O-])([O-])=O.[K+].[K+]. (5) Given the product [CH2:17]([O:16][P:15]([O:33][CH2:34][CH2:35][CH2:36][O:37][CH2:38][C:39]([CH3:48])([CH3:47])[C:40]([O:42][C:43]([CH3:46])([CH3:45])[CH3:44])=[O:41])([O:24][CH2:25][C:26]1[CH:31]=[CH:30][CH:29]=[CH:28][CH:27]=1)=[O:32])[C:18]1[CH:23]=[CH:22][CH:21]=[CH:20][CH:19]=1, predict the reactants needed to synthesize it. The reactants are: CC(OC(/N=N/C(OC(C)C)=O)=O)C.[P:15]([O-:32])([O:24][CH2:25][C:26]1[CH:31]=[CH:30][CH:29]=[CH:28][CH:27]=1)[O:16][CH2:17][C:18]1[CH:23]=[CH:22][CH:21]=[CH:20][CH:19]=1.[OH:33][CH2:34][CH2:35][CH2:36][O:37][CH2:38][C:39]([CH3:48])([CH3:47])[C:40]([O:42][C:43]([CH3:46])([CH3:45])[CH3:44])=[O:41].CC1C=CC(S(OCCCOCC2C=CC=CC=2)(=O)=O)=CC=1. (6) Given the product [CH2:23]([N:26]1[CH:30]=[C:29]([C:31]([C:2]2[CH:3]=[C:4]3[C:8](=[CH:9][CH:10]=2)[N:7]([C:11]2[CH:16]=[CH:15][C:14]([F:17])=[CH:13][CH:12]=2)[N:6]=[CH:5]3)([OH:36])[C:32]([F:35])([F:33])[F:34])[CH:28]=[C:27]1[C:37]#[N:38])[CH:24]=[CH2:25], predict the reactants needed to synthesize it. The reactants are: Br[C:2]1[CH:3]=[C:4]2[C:8](=[CH:9][CH:10]=1)[N:7]([C:11]1[CH:16]=[CH:15][C:14]([F:17])=[CH:13][CH:12]=1)[N:6]=[CH:5]2.[Li]CCCC.[CH2:23]([N:26]1[CH:30]=[C:29]([C:31](=[O:36])[C:32]([F:35])([F:34])[F:33])[CH:28]=[C:27]1[C:37]#[N:38])[CH:24]=[CH2:25].